From a dataset of Catalyst prediction with 721,799 reactions and 888 catalyst types from USPTO. Predict which catalyst facilitates the given reaction. Reactant: [Cl:1][C:2]1[CH:7]=[CH:6][N:5]2[C:8](I)=[CH:9][N:10]=[C:4]2[CH:3]=1.[C:12]1(B(O)O)[CH:17]=[CH:16][CH:15]=[CH:14][CH:13]=1.[O-]P([O-])([O-])=O.[K+].[K+].[K+].CCOC(C)=O.O. Product: [Cl:1][C:2]1[CH:7]=[CH:6][N:5]2[C:8]([C:12]3[CH:17]=[CH:16][CH:15]=[CH:14][CH:13]=3)=[CH:9][N:10]=[C:4]2[CH:3]=1. The catalyst class is: 587.